Task: Predict the reactants needed to synthesize the given product.. Dataset: Full USPTO retrosynthesis dataset with 1.9M reactions from patents (1976-2016) (1) The reactants are: FC(F)(F)C(O)=O.C(Cl)Cl.[C:11]([NH:19][C:20]1[CH:21]=[C:22]([CH:40]=[CH:41][C:42]=1[C:43]([O:45]C(C)(C)C)=[O:44])[O:23][C:24]1[CH:25]=[C:26]2[C:30](=[CH:31][CH:32]=1)[N:29](C(OC(C)(C)C)=O)[CH:28]=[CH:27]2)(=[O:18])[C:12]1[CH:17]=[CH:16][CH:15]=[CH:14][CH:13]=1.C(=O)([O-])O.[Na+]. Given the product [C:11]([NH:19][C:20]1[CH:21]=[C:22]([O:23][C:24]2[CH:25]=[C:26]3[C:30](=[CH:31][CH:32]=2)[NH:29][CH:28]=[CH:27]3)[CH:40]=[CH:41][C:42]=1[C:43]([OH:45])=[O:44])(=[O:18])[C:12]1[CH:13]=[CH:14][CH:15]=[CH:16][CH:17]=1, predict the reactants needed to synthesize it. (2) Given the product [C:1]([O:5][C:6](=[O:15])[NH:7][C@H:8]([CH:9]([OH:10])[C:11](=[NH:12])[NH:17][OH:18])[CH2:13][CH3:14])([CH3:2])([CH3:3])[CH3:4], predict the reactants needed to synthesize it. The reactants are: [C:1]([O:5][C:6](=[O:15])[NH:7][CH:8]([CH2:13][CH3:14])[CH:9]([C:11]#[N:12])[OH:10])([CH3:4])([CH3:3])[CH3:2].Cl.[NH2:17][OH:18]. (3) Given the product [CH2:1]([C:3]1[N:4]([S:16]([C:9]2[C:10]([CH3:15])=[CH:11][C:12]([CH3:14])=[CH:13][C:8]=2[CH3:20])(=[O:18])=[O:17])[CH:5]=[CH:6][CH:7]=1)[CH3:2], predict the reactants needed to synthesize it. The reactants are: [CH2:1]([C:3]1[NH:4][CH:5]=[CH:6][CH:7]=1)[CH3:2].[C:8]1([CH3:20])[CH:13]=[C:12]([CH3:14])[CH:11]=[C:10]([CH3:15])[C:9]=1[S:16](Cl)(=[O:18])=[O:17].[H-].[Na+]. (4) Given the product [Br:16][C:17]1[CH:18]=[C:19]2[C:23](=[CH:24][CH:25]=1)[NH:22][CH:21]=[C:20]2[CH2:26][N:2]1[C:28]([C:30]2[N:34]([CH3:35])[CH:33]=[C:32]([C:36]([O:38][CH3:39])=[O:37])[CH:31]=2)=[C:4]2[C:3]([N:8]([CH2:9][CH:10]([CH3:11])[CH3:12])[C:7](=[O:13])[N:6]([CH3:14])[C:5]2=[O:15])=[N:1]1, predict the reactants needed to synthesize it. The reactants are: [NH:1]([C:3]1[N:8]([CH2:9][CH:10]([CH3:12])[CH3:11])[C:7](=[O:13])[N:6]([CH3:14])[C:5](=[O:15])[CH:4]=1)[NH2:2].[Br:16][C:17]1[CH:18]=[C:19]2[C:23](=[CH:24][CH:25]=1)[NH:22][CH:21]=[C:20]2[CH:26]=O.[CH:28]([C:30]1[N:34]([CH3:35])[CH:33]=[C:32]([C:36]([O:38][CH3:39])=[O:37])[CH:31]=1)=O. (5) Given the product [C:38]1([C:28]2([CH:11]([OH:10])[CH2:12][CH2:13][C:14]3[CH:19]=[C:18]([C:20]([F:21])([F:22])[F:23])[CH:17]=[C:16]([C:24]([F:27])([F:25])[F:26])[CH:15]=3)[CH2:37][CH2:36][C:31]3([O:35][CH2:34][CH2:33][O:32]3)[CH2:30][CH2:29]2)[CH:43]=[CH:42][CH:41]=[CH:40][CH:39]=1, predict the reactants needed to synthesize it. The reactants are: C(=O)([O-])[O-].[K+].[K+].C([O:10][CH:11]([C:28]1([C:38]2[CH:43]=[CH:42][CH:41]=[CH:40][CH:39]=2)[CH2:37][CH2:36][C:31]2([O:35][CH2:34][CH2:33][O:32]2)[CH2:30][CH2:29]1)[CH2:12][CH2:13][C:14]1[CH:19]=[C:18]([C:20]([F:23])([F:22])[F:21])[CH:17]=[C:16]([C:24]([F:27])([F:26])[F:25])[CH:15]=1)(=O)C. (6) Given the product [CH2:16]([O:17][C:18](=[O:19])[CH2:20][CH2:21][C:3]1[C:4](=[O:12])[O:5][C:6]2[C:11]([C:2]=1[OH:1])=[CH:10][CH:9]=[CH:8][CH:7]=2)[CH3:15], predict the reactants needed to synthesize it. The reactants are: [OH:1][C:2]1[C:11]2[C:6](=[CH:7][CH:8]=[CH:9][CH:10]=2)[O:5][C:4](=[O:12])[CH:3]=1.C=O.[CH3:15][C:16]1(C)O[C:21](=O)[CH2:20][C:18](=[O:19])[O:17]1.C([O-])(=O)C.[NH4+].